Dataset: CYP3A4 inhibition data for predicting drug metabolism from PubChem BioAssay. Task: Regression/Classification. Given a drug SMILES string, predict its absorption, distribution, metabolism, or excretion properties. Task type varies by dataset: regression for continuous measurements (e.g., permeability, clearance, half-life) or binary classification for categorical outcomes (e.g., BBB penetration, CYP inhibition). Dataset: cyp3a4_veith. (1) The molecule is CCOC(=O)C(NC(=O)CC)(Nc1sc2c(c1C(=O)OC)CCN(C)C2)C(F)(F)F. The result is 1 (inhibitor). (2) The drug is NC(N)=NS(=O)(=O)c1ccc(N)cc1. The result is 0 (non-inhibitor). (3) The molecule is Cc1cccc(Cl)c1NC[C@H](O)CN1CCN(C)CC1. The result is 0 (non-inhibitor). (4) The compound is CC(=O)NCCn1c(SCc2ccc(C)cc2)nc2ccccc2c1=O. The result is 1 (inhibitor). (5) The compound is C=CCOC(=O)C1=C(C)NC(SC)=C(C#N)C1c1cccs1. The result is 1 (inhibitor).